Dataset: Full USPTO retrosynthesis dataset with 1.9M reactions from patents (1976-2016). Task: Predict the reactants needed to synthesize the given product. (1) Given the product [C:1]([O:5][C:6]([N:8]1[CH2:12][C@@H:11]([CH2:13][C@H:14]([O:18][C:19]2[CH:24]=[CH:23][C:22]([O:25][CH3:26])=[C:21]([O:27][CH2:28][CH2:29][CH2:30][O:31][CH3:32])[CH:20]=2)[CH:15]([CH3:17])[CH3:16])[C@H:10]([CH2:33][N:34]([CH:35]2[CH2:36][CH2:37]2)[C:45](=[O:46])[CH2:44][CH:41]2[CH2:42][CH2:43][O:38][CH2:39][CH2:40]2)[CH2:9]1)=[O:7])([CH3:3])([CH3:4])[CH3:2], predict the reactants needed to synthesize it. The reactants are: [C:1]([O:5][C:6]([N:8]1[CH2:12][C@@H:11]([CH2:13][C@H:14]([O:18][C:19]2[CH:24]=[CH:23][C:22]([O:25][CH3:26])=[C:21]([O:27][CH2:28][CH2:29][CH2:30][O:31][CH3:32])[CH:20]=2)[CH:15]([CH3:17])[CH3:16])[C@H:10]([CH2:33][NH:34][CH:35]2[CH2:37][CH2:36]2)[CH2:9]1)=[O:7])([CH3:4])([CH3:3])[CH3:2].[O:38]1[CH2:43][CH2:42][CH:41]([CH2:44][C:45](O)=[O:46])[CH2:40][CH2:39]1.O.ON1C2C=CC=CC=2N=N1.Cl.CN(C)CCCN=C=NCC.C(N(CC)CC)C. (2) Given the product [F:24][C:25]1[CH:31]=[C:30]([CH3:32])[C:29]([OH:33])=[CH:28][C:26]=1[NH:27][C:3]1[C:12]2[C:7](=[CH:8][C:9]([O:15][CH2:16][CH2:17][CH2:18][N:19]3[CH2:20][CH2:21][CH2:22][CH2:23]3)=[CH:10][CH:11]=2)[N:6]=[N:5][C:4]=1[O:39][CH3:35], predict the reactants needed to synthesize it. The reactants are: Cl.Cl[C:3]1[C:12]2[C:7](=[CH:8][C:9]([O:15][CH2:16][CH2:17][CH2:18][N:19]3[CH2:23][CH2:22][CH2:21][CH2:20]3)=[C:10](OC)[CH:11]=2)[N:6]=[N:5][CH:4]=1.[F:24][C:25]1[CH:31]=[C:30]([CH3:32])[C:29]([OH:33])=[CH:28][C:26]=1[NH2:27].C[CH:35]([OH:39])CCC. (3) Given the product [CH2:3]([O:5][C:6]([C:8]1([C:32]([OH:34])=[O:33])[CH2:9][CH2:10][N:11]([CH2:14][C:15]2[CH:20]=[CH:19][C:18]([CH2:21][CH2:22][CH2:23][CH2:24][CH2:25][CH2:26][CH2:27][CH2:28][CH3:29])=[C:17]([F:30])[C:16]=2[F:31])[CH2:12][CH2:13]1)=[O:7])[CH3:4], predict the reactants needed to synthesize it. The reactants are: [OH-].[Na+].[CH2:3]([O:5][C:6]([C:8]1([C:32]([O:34]CC)=[O:33])[CH2:13][CH2:12][N:11]([CH2:14][C:15]2[CH:20]=[CH:19][C:18]([CH2:21][CH2:22][CH2:23][CH2:24][CH2:25][CH2:26][CH2:27][CH2:28][CH3:29])=[C:17]([F:30])[C:16]=2[F:31])[CH2:10][CH2:9]1)=[O:7])[CH3:4]. (4) Given the product [C:1]12([CH2:11][CH2:12][NH:13][C:14]3[CH:19]=[CH:18][C:17]([NH:20][C:26](=[O:27])[CH2:25][C:22](=[O:24])[CH3:23])=[CH:16][C:15]=3[F:21])[CH2:2][CH:3]3[CH2:9][CH:7]([CH2:6][CH:5]([CH2:4]3)[CH2:10]1)[CH2:8]2, predict the reactants needed to synthesize it. The reactants are: [C:1]12([CH2:11][CH2:12][NH:13][C:14]3[CH:19]=[CH:18][C:17]([NH2:20])=[CH:16][C:15]=3[F:21])[CH2:10][CH:5]3[CH2:6][CH:7]([CH2:9][CH:3]([CH2:4]3)[CH2:2]1)[CH2:8]2.[C:22]([CH:25]=[C:26]=[O:27])(=[O:24])[CH3:23].